This data is from Forward reaction prediction with 1.9M reactions from USPTO patents (1976-2016). The task is: Predict the product of the given reaction. Given the reactants [Br:1][C:2]1[C:3](F)=[C:4]2[C:10]([NH:11][C:12](=[O:14])[CH3:13])=[CH:9][NH:8][C:5]2=[N:6][CH:7]=1.[NH:16]1[CH2:21][CH2:20][CH2:19][C@@H:18]([NH:22][C:23](=[O:29])[O:24][C:25]([CH3:28])([CH3:27])[CH3:26])[CH2:17]1.CC#N.O, predict the reaction product. The product is: [C:12]([NH:11][C:10]1[C:4]2[C:5](=[N:6][CH:7]=[C:2]([Br:1])[C:3]=2[N:16]2[CH2:21][CH2:20][CH2:19][C@@H:18]([NH:22][C:23](=[O:29])[O:24][C:25]([CH3:27])([CH3:26])[CH3:28])[CH2:17]2)[NH:8][CH:9]=1)(=[O:14])[CH3:13].